From a dataset of Catalyst prediction with 721,799 reactions and 888 catalyst types from USPTO. Predict which catalyst facilitates the given reaction. (1) Reactant: [O:1]1[C:6]2[CH:7]=[CH:8][C:9]([OH:11])=[CH:10][C:5]=2[NH:4][CH2:3][CH2:2]1.[H-].[Na+].[C:14]([O:18][C:19]([N:21]1[CH2:25][CH2:24][C@@H:23](OS(C)(=O)=O)[CH2:22]1)=[O:20])([CH3:17])([CH3:16])[CH3:15]. Product: [C:14]([O:18][C:19]([N:21]1[CH2:25][CH2:24][C@H:23]([O:11][C:9]2[CH:8]=[CH:7][C:6]3[O:1][CH2:2][CH2:3][NH:4][C:5]=3[CH:10]=2)[CH2:22]1)=[O:20])([CH3:17])([CH3:15])[CH3:16]. The catalyst class is: 3. (2) Reactant: [N:1]1([C:7]2[N:12]=[C:11]([C:13]([F:16])([F:15])[F:14])[CH:10]=[CH:9][N:8]=2)[CH2:6][CH2:5][NH:4][CH2:3][CH2:2]1.[C:17]([O:21][C:22]([NH:24][C@@H:25]1[CH2:29][CH2:28][C@:27]([CH:33]([CH3:35])[CH3:34])([C:30](O)=[O:31])[CH2:26]1)=[O:23])([CH3:20])([CH3:19])[CH3:18].C(N(CC)CC)C.F[P-](F)(F)(F)(F)F.N1(O[P+](N(C)C)(N(C)C)N(C)C)C2C=CC=CC=2N=N1. Product: [C:17]([O:21][C:22](=[O:23])[NH:24][C@@H:25]1[CH2:29][CH2:28][C@:27]([CH:33]([CH3:34])[CH3:35])([C:30]([N:4]2[CH2:5][CH2:6][N:1]([C:7]3[N:12]=[C:11]([C:13]([F:14])([F:16])[F:15])[CH:10]=[CH:9][N:8]=3)[CH2:2][CH2:3]2)=[O:31])[CH2:26]1)([CH3:20])([CH3:19])[CH3:18]. The catalyst class is: 2.